Task: Regression. Given two drug SMILES strings and cell line genomic features, predict the synergy score measuring deviation from expected non-interaction effect.. Dataset: NCI-60 drug combinations with 297,098 pairs across 59 cell lines (1) Drug 1: CC1=C(C(CCC1)(C)C)C=CC(=CC=CC(=CC(=O)O)C)C. Drug 2: CC1=C2C(C(=O)C3(C(CC4C(C3C(C(C2(C)C)(CC1OC(=O)C(C(C5=CC=CC=C5)NC(=O)C6=CC=CC=C6)O)O)OC(=O)C7=CC=CC=C7)(CO4)OC(=O)C)O)C)OC(=O)C. Cell line: HS 578T. Synergy scores: CSS=42.6, Synergy_ZIP=18.6, Synergy_Bliss=20.5, Synergy_Loewe=14.6, Synergy_HSA=20.9. (2) Drug 1: C1=C(C(=O)NC(=O)N1)N(CCCl)CCCl. Drug 2: CC1=C(C(=CC=C1)Cl)NC(=O)C2=CN=C(S2)NC3=CC(=NC(=N3)C)N4CCN(CC4)CCO. Cell line: SK-MEL-28. Synergy scores: CSS=13.6, Synergy_ZIP=-3.23, Synergy_Bliss=1.76, Synergy_Loewe=2.17, Synergy_HSA=2.32. (3) Drug 1: CC1=C2C(C(=O)C3(C(CC4C(C3C(C(C2(C)C)(CC1OC(=O)C(C(C5=CC=CC=C5)NC(=O)C6=CC=CC=C6)O)O)OC(=O)C7=CC=CC=C7)(CO4)OC(=O)C)O)C)OC(=O)C. Drug 2: CC(C)(C#N)C1=CC(=CC(=C1)CN2C=NC=N2)C(C)(C)C#N. Cell line: 786-0. Synergy scores: CSS=-1.36, Synergy_ZIP=0.446, Synergy_Bliss=0.393, Synergy_Loewe=-0.796, Synergy_HSA=-0.761. (4) Synergy scores: CSS=27.3, Synergy_ZIP=-6.14, Synergy_Bliss=4.68, Synergy_Loewe=2.90, Synergy_HSA=3.82. Cell line: A498. Drug 2: C1=NC2=C(N=C(N=C2N1C3C(C(C(O3)CO)O)O)F)N. Drug 1: CC(CN1CC(=O)NC(=O)C1)N2CC(=O)NC(=O)C2. (5) Drug 1: C1CC(C1)(C(=O)O)C(=O)O.[NH2-].[NH2-].[Pt+2]. Drug 2: CN(C(=O)NC(C=O)C(C(C(CO)O)O)O)N=O. Cell line: NCI-H460. Synergy scores: CSS=18.3, Synergy_ZIP=-2.56, Synergy_Bliss=-0.0792, Synergy_Loewe=-38.6, Synergy_HSA=-2.73.